From a dataset of Forward reaction prediction with 1.9M reactions from USPTO patents (1976-2016). Predict the product of the given reaction. (1) Given the reactants CS(C)=O.C(Cl)(=O)C(Cl)=O.[Cl:11][C:12]1[CH:28]=[C:27]([Cl:29])[CH:26]=[CH:25][C:13]=1[CH2:14][N:15]1[C:19]([CH2:20][OH:21])=[CH:18][C:17]([CH:22]([CH3:24])[CH3:23])=[N:16]1.C(N(CC)CC)C, predict the reaction product. The product is: [Cl:11][C:12]1[CH:28]=[C:27]([Cl:29])[CH:26]=[CH:25][C:13]=1[CH2:14][N:15]1[C:19]([CH:20]=[O:21])=[CH:18][C:17]([CH:22]([CH3:24])[CH3:23])=[N:16]1. (2) Given the reactants [N:1]([C:4]([C:7]1[CH:8]=[C:9]([CH2:13][C@@H:14]([NH:16]C(=O)OCC2C=CC=CC=2)[CH3:15])[CH:10]=[CH:11][CH:12]=1)([CH3:6])[CH3:5])=[N+]=[N-].[H][H], predict the reaction product. The product is: [NH2:1][C:4]([C:7]1[CH:8]=[C:9]([CH2:13][C@@H:14]([NH2:16])[CH3:15])[CH:10]=[CH:11][CH:12]=1)([CH3:6])[CH3:5]. (3) Given the reactants [CH3:1][O:2][C:3](=[O:49])[CH2:4][CH2:5][C:6]1[C:14]2[C:9](=[CH:10][CH:11]=[CH:12][CH:13]=2)[N:8]([CH2:15][CH2:16][CH2:17][N:18]2[CH2:48][CH2:47][C:21]3([N:25]([C:26]4[CH:31]=[CH:30][CH:29]=[CH:28][CH:27]=4)[CH2:24][N:23]([CH2:32][C:33]4[CH:34]=[C:35]([CH:43]=[CH:44][CH:45]=4)[C:36]([O:38]C(C)(C)C)=[O:37])[C:22]3=[O:46])[CH2:20][CH2:19]2)[CH:7]=1, predict the reaction product. The product is: [CH3:1][O:2][C:3](=[O:49])[CH2:4][CH2:5][C:6]1[C:14]2[C:9](=[CH:10][CH:11]=[CH:12][CH:13]=2)[N:8]([CH2:15][CH2:16][CH2:17][N:18]2[CH2:48][CH2:47][C:21]3([N:25]([C:26]4[CH:31]=[CH:30][CH:29]=[CH:28][CH:27]=4)[CH2:24][N:23]([CH2:32][C:33]4[CH:34]=[C:35]([CH:43]=[CH:44][CH:45]=4)[C:36]([OH:38])=[O:37])[C:22]3=[O:46])[CH2:20][CH2:19]2)[CH:7]=1. (4) Given the reactants [C:1]([O:6][CH3:7])(=[O:5])[CH2:2][CH:3]=[CH2:4].[Cl:8][C:9]([Cl:14])(Cl)[C:10](Cl)=[O:11], predict the reaction product. The product is: [Cl:8][C:9]1([Cl:14])[C:10](=[O:11])[CH2:4][CH:3]1[CH2:2][C:1]([O:6][CH3:7])=[O:5]. (5) Given the reactants COC(=O)CC1C=CC(CBr)=CC=1.[CH3:14][O:15][C:16](=[O:47])[CH2:17][C:18]1[CH:23]=[CH:22][C:21]([CH2:24][N:25]2[CH:29]=[C:28]([C:30]3[CH:35]=[CH:34][C:33]([Cl:36])=[CH:32][C:31]=3[Cl:37])[N:27]=[C:26]2/[CH:38]=[CH:39]/[C:40]2[CH:45]=[CH:44][C:43](Br)=[CH:42][CH:41]=2)=[CH:20][CH:19]=1.[CH3:48][S:49]([C:52]1[CH:53]=[C:54](B(O)O)[CH:55]=[CH:56][CH:57]=1)(=[O:51])=[O:50], predict the reaction product. The product is: [CH3:14][O:15][C:16](=[O:47])[CH2:17][C:18]1[CH:23]=[CH:22][C:21]([CH2:24][N:25]2[CH:29]=[C:28]([C:30]3[CH:35]=[CH:34][C:33]([Cl:36])=[CH:32][C:31]=3[Cl:37])[N:27]=[C:26]2/[CH:38]=[CH:39]/[C:40]2[CH:45]=[CH:44][C:43]([C:56]3[CH:55]=[CH:54][CH:53]=[C:52]([S:49]([CH3:48])(=[O:51])=[O:50])[CH:57]=3)=[CH:42][CH:41]=2)=[CH:20][CH:19]=1. (6) The product is: [CH3:1][C@@H:2]1[NH:7][CH2:6][C:5]2[C:15]([C:18]3[S:19][CH:20]=[CH:21][CH:22]=3)=[N:16][NH:17][C:4]=2[CH2:3]1. Given the reactants [CH3:1][C@@H:2]1[N:7](C(OC(C)(C)C)=O)[CH2:6][C:5]2[C:15]([C:18]3[S:19][CH:20]=[CH:21][CH:22]=3)=[N:16][NH:17][C:4]=2[CH2:3]1.C(O)(C(F)(F)F)=O, predict the reaction product. (7) The product is: [Cl:2][CH2:3][C:4]1[O:5][C:6]2[CH:18]=[CH:19][CH:14]=[CH:15][C:16]=2[N:7]=1. Given the reactants Cl.[Cl:2][CH2:3][C:4](=[NH:7])[O:5][CH3:6].ClCC#N.Cl.N[C:14]1[CH:19]=[CH:18]C([N+]([O-])=O)=[CH:16][C:15]=1O, predict the reaction product.